From a dataset of Full USPTO retrosynthesis dataset with 1.9M reactions from patents (1976-2016). Predict the reactants needed to synthesize the given product. (1) Given the product [CH:18]1([CH2:19][N:4]2[CH2:3][CH2:2][N:1]([C:7]3[CH:8]=[CH:9][C:10]([C:11]([O:13][CH2:14][CH3:15])=[O:12])=[CH:16][CH:17]=3)[CH2:6][CH2:5]2)[CH2:23][CH2:22][CH2:29][CH2:28]1, predict the reactants needed to synthesize it. The reactants are: [N:1]1([C:7]2[CH:17]=[CH:16][C:10]([C:11]([O:13][CH2:14][CH3:15])=[O:12])=[CH:9][CH:8]=2)[CH2:6][CH2:5][NH:4][CH2:3][CH2:2]1.[C:18](O)(=O)[CH3:19].[C:22](O[BH3-])(=O)[CH3:23].[Na+].[C:28](OCC)(=O)[CH3:29]. (2) Given the product [NH2:1][C:5]1[CH:6]=[C:7]([C:14]([OH:16])=[O:15])[C:8]([OH:11])=[CH:9][CH:10]=1, predict the reactants needed to synthesize it. The reactants are: [NH:1]([C:5]1[CH:10]=[CH:9][C:8]([OH:11])=[CH:7][CH:6]=1)C(C)=O.[OH-].[K+].[C:14](=[O:16])=[O:15]. (3) Given the product [C:14]1([OH:21])[CH:13]=[CH:12][C:11]([C:9]2[CH:10]=[CH:5][C:6]([OH:30])=[CH:7][CH:8]=2)=[CH:16][CH:15]=1, predict the reactants needed to synthesize it. The reactants are: C([C:5]1[CH:10]=[C:9]([C:11]2[CH:16]=[C:15](C(C)(C)C)[C:14]([OH:21])=[C:13](C(C)(C)C)[CH:12]=2)[CH:8]=[C:7](C(C)(C)C)[C:6]=1[OH:30])(C)(C)C.CS(O)(=O)=O.CCCCCCCCC(C)C. (4) Given the product [N:30]([CH2:11][C:9]([C:3]1[CH:4]=[CH:5][C:6]([F:8])=[CH:7][C:2]=1[F:1])([OH:10])[C:12]([C:13]1[N:18]=[CH:17][C:16]([O:19][C:20]2[CH:21]=[CH:22][C:23]([C:24]#[N:25])=[CH:26][CH:27]=2)=[CH:15][CH:14]=1)([F:29])[F:28])=[N+:31]=[N-:32], predict the reactants needed to synthesize it. The reactants are: [F:1][C:2]1[CH:7]=[C:6]([F:8])[CH:5]=[CH:4][C:3]=1[C:9]1([C:12]([F:29])([F:28])[C:13]2[N:18]=[CH:17][C:16]([O:19][C:20]3[CH:27]=[CH:26][C:23]([C:24]#[N:25])=[CH:22][CH:21]=3)=[CH:15][CH:14]=2)[CH2:11][O:10]1.[N-:30]=[N+:31]=[N-:32].[Na+].C([O-])(O)=O.[Na+]. (5) Given the product [C:15]([O:19][C:20](=[O:21])[NH:22][CH:23]([C:24](=[O:26])[NH:49][C:44]1([CH:58]([OH:61])[C:1](=[O:4])[NH:2][C:7]2[CH:6]=[CH:66][N:64]([CH3:63])[N:8]=2)[CH2:45][CH2:46][CH2:47]1)[CH2:27][C:29]1([F:51])[CH2:33][CH2:32][CH2:31][CH2:30]1)([CH3:16])([CH3:17])[CH3:18], predict the reactants needed to synthesize it. The reactants are: [C:1](=[O:4])([O-])[NH2:2].Cl.[CH3:6][CH2:7][N:8](C(C)C)C(C)C.[C:15]([O:19][C:20]([NH:22][C@@H:23]([C@@H:27]([CH:29]1[CH2:33][CH2:32][CH2:31][CH2:30]1)F)[C:24]([OH:26])=O)=[O:21])([CH3:18])([CH3:17])[CH3:16].CN(C(ON1N=[N:49][C:44]2[CH:45]=[CH:46][CH:47]=NC1=2)=[N+](C)C)C.[F:51][P-](F)(F)(F)(F)F.[C:58]([O-:61])(O)=O.[Na+].[CH3:63][N:64]([CH:66]=O)C. (6) The reactants are: [F:1][C:2]1[CH:3]=[C:4]([S:8]([CH2:11][CH:12]2[CH2:17][CH2:16][N:15]([C:18]([O:20][C:21]([CH3:24])([CH3:23])[CH3:22])=[O:19])[CH2:14][CH2:13]2)(=[O:10])=[O:9])[CH:5]=[CH:6][CH:7]=1.[Li+].[CH3:26]C([N-]C(C)C)C.CI. Given the product [F:1][C:2]1[CH:3]=[C:4]([S:8]([CH:11]([CH:12]2[CH2:13][CH2:14][N:15]([C:18]([O:20][C:21]([CH3:24])([CH3:23])[CH3:22])=[O:19])[CH2:16][CH2:17]2)[CH3:26])(=[O:10])=[O:9])[CH:5]=[CH:6][CH:7]=1, predict the reactants needed to synthesize it. (7) The reactants are: Cl[C:2]1[CH:11]=[CH:10][C:5]([C:6]([O:8][CH3:9])=[O:7])=[CH:4][N:3]=1.[CH3:12][NH:13][CH3:14].CO. Given the product [CH3:12][N:13]([CH3:14])[C:2]1[CH:11]=[CH:10][C:5]([C:6]([O:8][CH3:9])=[O:7])=[CH:4][N:3]=1, predict the reactants needed to synthesize it.